Dataset: Reaction yield outcomes from USPTO patents with 853,638 reactions. Task: Predict the reaction yield, written as a fraction of the theoretical maximum amount of product (1.0 means a 100% yield; for example, 0.34 means a 34% yield). (1) The reactants are [F:1][C:2]([F:13])([F:12])[C:3]1[C:11]2[CH2:10][CH2:9][CH2:8][CH2:7][C:6]=2[NH:5][N:4]=1.Br[C:15]1[CH:20]=[CH:19][C:18]([C:21]2[O:25][CH:24]=[N:23][CH:22]=2)=[CH:17][CH:16]=1.CN(C)CC(O)=O.C(=O)([O-])[O-].[K+].[K+]. The catalyst is CS(C)=O.[Cu]I. The product is [O:25]1[C:21]([C:18]2[CH:19]=[CH:20][C:15]([N:5]3[C:6]4[CH2:7][CH2:8][CH2:9][CH2:10][C:11]=4[C:3]([C:2]([F:1])([F:12])[F:13])=[N:4]3)=[CH:16][CH:17]=2)=[CH:22][N:23]=[CH:24]1. The yield is 0.300. (2) The reactants are [F:1][C:2]([F:38])([O:7][C:8]1[CH:13]=[CH:12][C:11]([N:14]2[CH:18]=[N:17][C:16]([C:19]3[CH:24]=[CH:23][C:22]([NH:25][C:26](=[O:37])[O:27][C:28]4C=CC([N+]([O-])=O)=CC=4)=[CH:21][CH:20]=3)=[N:15]2)=[CH:10][CH:9]=1)[C:3]([F:6])([F:5])[F:4].C[O-].[Na+]. The catalyst is CO. The product is [F:38][C:2]([F:1])([O:7][C:8]1[CH:13]=[CH:12][C:11]([N:14]2[CH:18]=[N:17][C:16]([C:19]3[CH:24]=[CH:23][C:22]([NH:25][C:26](=[O:37])[O:27][CH3:28])=[CH:21][CH:20]=3)=[N:15]2)=[CH:10][CH:9]=1)[C:3]([F:6])([F:5])[F:4]. The yield is 0.650. (3) The reactants are [CH:1]([C:3]1[O:11][C:10]2[C:9]([C:12]([NH:14][C:15]3[CH:20]=[CH:19][CH:18]=[CH:17][C:16]=3[O:21][CH3:22])=[O:13])=[CH:8][N:7]=[CH:6][C:5]=2[CH:4]=1)=O.[CH2:23]1[S:29][C:27](=[O:28])[NH:26][C:24]1=[O:25].NCCC(O)=O. The catalyst is C(O)(=O)C. The product is [O:28]=[C:27]1[NH:26][C:24](=[O:25])/[C:23](=[CH:1]/[C:3]2[O:11][C:10]3[C:9]([C:12]([NH:14][C:15]4[CH:20]=[CH:19][CH:18]=[CH:17][C:16]=4[O:21][CH3:22])=[O:13])=[CH:8][N:7]=[CH:6][C:5]=3[CH:4]=2)/[S:29]1. The yield is 0.570. (4) The reactants are [C:1]1([CH2:7][CH2:8][CH2:9][CH2:10][CH2:11][CH2:12][CH2:13][CH2:14][NH2:15])[CH:6]=[CH:5][CH:4]=[CH:3][CH:2]=1.[Li]CCCC.C([O:23][C:24](=O)[C:25]1[CH:30]=[C:29]([C:31]2[CH:36]=[CH:35][CH:34]=[C:33]([Cl:37])[CH:32]=2)[C:28]([O:38][CH2:39][CH2:40][OH:41])=[C:27]([C:42]2[CH:47]=[CH:46][CH:45]=[C:44]([Cl:48])[CH:43]=2)[CH:26]=1)C. The catalyst is C1COCC1. The product is [C:1]1([CH2:7][CH2:8][CH2:9][CH2:10][CH2:11][CH2:12][CH2:13][CH2:14][NH:15][C:24](=[O:23])[C:25]2[CH:26]=[C:27]([C:42]3[CH:47]=[CH:46][CH:45]=[C:44]([Cl:48])[CH:43]=3)[C:28]([O:38][CH2:39][CH2:40][OH:41])=[C:29]([C:31]3[CH:36]=[CH:35][CH:34]=[C:33]([Cl:37])[CH:32]=3)[CH:30]=2)[CH:6]=[CH:5][CH:4]=[CH:3][CH:2]=1. The yield is 0.650. (5) The reactants are [Cl:1][C:2]1[CH:3]=[C:4]([C:8]2[N:12]=[C:11]([CH2:13][N:14]([CH3:20])[C:15](=[N:18][CH3:19])SC)[O:10][N:9]=2)[CH:5]=[CH:6][CH:7]=1.[C:21]([NH:29][NH2:30])(=O)[C:22]1[CH:27]=[CH:26][N:25]=[CH:24][CH:23]=1. The catalyst is C(O)C.C(Cl)Cl. The product is [Cl:1][C:2]1[CH:3]=[C:4]([C:8]2[N:12]=[C:11]([CH2:13][N:14]([CH3:20])[C:15]3[N:18]([CH3:19])[C:21]([C:22]4[CH:27]=[CH:26][N:25]=[CH:24][CH:23]=4)=[N:29][N:30]=3)[O:10][N:9]=2)[CH:5]=[CH:6][CH:7]=1. The yield is 0.400. (6) The reactants are [F:1][CH:2]([F:31])[C:3]1[N:7]([C:8]2[N:13]=[C:12]([N:14]3[CH2:19][CH2:18][O:17][CH2:16][CH2:15]3)[N:11]=[C:10]([N:20]3[CH2:23][CH:22]([NH2:24])[CH2:21]3)[N:9]=2)[C:6]2[CH:25]=[CH:26][CH:27]=[C:28]([O:29][CH3:30])[C:5]=2[N:4]=1.[CH3:32][S:33](Cl)(=[O:35])=[O:34]. No catalyst specified. The product is [F:31][CH:2]([F:1])[C:3]1[N:7]([C:8]2[N:13]=[C:12]([N:14]3[CH2:15][CH2:16][O:17][CH2:18][CH2:19]3)[N:11]=[C:10]([N:20]3[CH2:21][CH:22]([NH:24][S:33]([CH3:32])(=[O:35])=[O:34])[CH2:23]3)[N:9]=2)[C:6]2[CH:25]=[CH:26][CH:27]=[C:28]([O:29][CH3:30])[C:5]=2[N:4]=1. The yield is 0.860.